This data is from Catalyst prediction with 721,799 reactions and 888 catalyst types from USPTO. The task is: Predict which catalyst facilitates the given reaction. (1) Reactant: [C:1]([O:5][C:6](=[O:27])[NH:7][C@@H:8]1[CH2:13][CH2:12][CH2:11][N:10]([C:14](=[O:26])[C:15]2[CH:20]=[CH:19][C:18]([NH:21][CH3:22])=[C:17]([N+:23]([O-])=O)[CH:16]=2)[CH2:9]1)([CH3:4])([CH3:3])[CH3:2]. Product: [C:1]([O:5][C:6](=[O:27])[NH:7][C@@H:8]1[CH2:13][CH2:12][CH2:11][N:10]([C:14](=[O:26])[C:15]2[CH:20]=[CH:19][C:18]([NH:21][CH3:22])=[C:17]([NH2:23])[CH:16]=2)[CH2:9]1)([CH3:4])([CH3:2])[CH3:3]. The catalyst class is: 29. (2) Reactant: [C:1]([N:4]1[C:13]2[C:8](=[CH:9][C:10]([NH2:14])=[CH:11][CH:12]=2)[C:7]([C:16]2[CH:21]=[CH:20][CH:19]=[CH:18][CH:17]=2)([CH3:15])[CH2:6][C:5]1([CH3:23])[CH3:22])(=[O:3])[CH3:2].[Br:24][C:25]1[CH:33]=[CH:32][C:31]([O:34][CH3:35])=[CH:30][C:26]=1[C:27](O)=[O:28].CN(C(ON1N=NC2C=CC=NC1=2)=[N+](C)C)C.F[P-](F)(F)(F)(F)F.C(N(CC)C(C)C)(C)C. Product: [C:1]([N:4]1[C:13]2[C:8](=[CH:9][C:10]([NH:14][C:27](=[O:28])[C:26]3[CH:30]=[C:31]([O:34][CH3:35])[CH:32]=[CH:33][C:25]=3[Br:24])=[CH:11][CH:12]=2)[C:7]([C:16]2[CH:21]=[CH:20][CH:19]=[CH:18][CH:17]=2)([CH3:15])[CH2:6][C:5]1([CH3:23])[CH3:22])(=[O:3])[CH3:2]. The catalyst class is: 4.